Dataset: Forward reaction prediction with 1.9M reactions from USPTO patents (1976-2016). Task: Predict the product of the given reaction. (1) Given the reactants [CH3:1][S:2][CH2:3][CH2:4][O:5][C:6]1[CH:7]=[N:8][C:9]([NH2:12])=[N:10][CH:11]=1.[CH:13]1([CH2:18][N:19]([CH2:30][CH3:31])[C:20]2[C:21]([CH:28]=O)=[N:22][C:23]([O:26][CH3:27])=[CH:24][CH:25]=2)[CH2:17][CH2:16][CH2:15][CH2:14]1.C(O[BH-](OC(=O)C)OC(=O)C)(=O)C.[Na+].O, predict the reaction product. The product is: [CH:13]1([CH2:18][N:19]([CH2:30][CH3:31])[C:20]2[C:21]([CH2:28][NH:12][C:9]3[N:8]=[CH:7][C:6]([O:5][CH2:4][CH2:3][S:2][CH3:1])=[CH:11][N:10]=3)=[N:22][C:23]([O:26][CH3:27])=[CH:24][CH:25]=2)[CH2:14][CH2:15][CH2:16][CH2:17]1. (2) Given the reactants [CH3:1][CH:2]1[NH:7][CH2:6][CH2:5][N:4]2[CH:8]=[CH:9][CH:10]=[C:3]12.C1COCC1.[CH3:16][C:17]([O:20][C:21](O[C:21]([O:20][C:17]([CH3:19])([CH3:18])[CH3:16])=[O:22])=[O:22])([CH3:19])[CH3:18], predict the reaction product. The product is: [C:17]([O:20][C:21]([N:7]1[CH2:6][CH2:5][N:4]2[CH:8]=[CH:9][CH:10]=[C:3]2[CH:2]1[CH3:1])=[O:22])([CH3:19])([CH3:18])[CH3:16]. (3) Given the reactants CC1(C)N([O])C(C)(C)CCC1.[C:12]([OH:15])(=[O:14])[CH3:13].[C:12]([OH:15])(=[O:14])[CH3:13].IC1C=CC=CC=1.[F:27][C:28]1[CH:35]=[C:34]([C:36]2[CH:41]=[C:40]([N:42]3[C@H:47]([CH3:48])[CH2:46][O:45][C@H](CO)[CH2:43]3)[N:39]=[C:38]([NH:51][CH3:52])[N:37]=2)[CH:33]=[CH:32][C:29]=1[C:30]#[N:31], predict the reaction product. The product is: [C:30]([C:29]1[CH:32]=[CH:33][C:34]([C:36]2[N:37]=[C:38]([NH:51][CH3:52])[N:39]=[C:40]([N:42]3[C@H:47]([CH3:48])[CH2:46][O:45][C@H:13]([C:12]([OH:15])=[O:14])[CH2:43]3)[CH:41]=2)=[CH:35][C:28]=1[F:27])#[N:31]. (4) Given the reactants [CH:1]1([CH2:6][CH2:7][C:8]([NH:10][C:11]2[NH:12][CH:13]=[C:14]([C:19]3[CH:24]=[CH:23][C:22]([N+:25]([O-])=O)=[CH:21][CH:20]=3)[C:15]=2[C:16]([NH2:18])=[O:17])=[O:9])[CH2:5][CH2:4][CH2:3][CH2:2]1.[H][H], predict the reaction product. The product is: [CH:1]1([CH2:6][CH2:7][C:8]([NH:10][C:11]2[NH:12][CH:13]=[C:14]([C:19]3[CH:20]=[CH:21][C:22]([NH2:25])=[CH:23][CH:24]=3)[C:15]=2[C:16]([NH2:18])=[O:17])=[O:9])[CH2:5][CH2:4][CH2:3][CH2:2]1. (5) Given the reactants [NH2:1][C:2]1[C:3]([F:23])=[C:4]([C:10]([C:12]2[CH:13]=[C:14]3[C:19](=[CH:20][CH:21]=2)[N:18]=[CH:17][C:16]([Cl:22])=[N:15]3)=[O:11])[C:5]([F:9])=[C:6]([F:8])[CH:7]=1.[CH2:24]([S:27](Cl)(=[O:29])=[O:28])[CH2:25][CH3:26], predict the reaction product. The product is: [Cl:22][C:16]1[CH:17]=[N:18][C:19]2[C:14]([N:15]=1)=[CH:13][C:12]([C:10]([C:4]1[C:3]([F:23])=[C:2]([N:1]([S:27]([CH2:24][CH2:25][CH3:26])(=[O:29])=[O:28])[S:27]([CH2:24][CH2:25][CH3:26])(=[O:29])=[O:28])[CH:7]=[C:6]([F:8])[C:5]=1[F:9])=[O:11])=[CH:21][CH:20]=2. (6) Given the reactants N1C=CC(C2N([C:12]3[CH:29]=[CH:28][C:15]([O:16][CH2:17][C:18]4[CH:27]=[CH:26][C:25]5[C:20](=[CH:21][CH:22]=[CH:23][CH:24]=5)[N:19]=4)=[CH:14][CH:13]=3)N=CN=2)=CC=1.[N:30]1[C:39]2C(=CC=CC=2)C=[CH:32][C:31]=1COC1C=CC(C(N)=O)=CC=1.[N:51]1[CH:56]=[CH:55][C:54]([NH:57][NH2:58])=[CH:53][CH:52]=1.COC(OC)(N(C)C)C, predict the reaction product. The product is: [CH3:32][C:31]1[N:30]=[C:39]([C:12]2[CH:13]=[CH:14][C:15]([O:16][CH2:17][C:18]3[CH:27]=[CH:26][C:25]4[C:20](=[CH:21][CH:22]=[CH:23][CH:24]=4)[N:19]=3)=[CH:28][CH:29]=2)[N:57]([C:54]2[CH:55]=[CH:56][N:51]=[CH:52][CH:53]=2)[N:58]=1. (7) Given the reactants F[C:2]1[C:7]2[N:8]=[CH:9][N:10]([C@@H:11]3[CH2:15][C@H:14]([OH:16])[CH:13]=[CH:12]3)[C:6]=2[C:5]([F:17])=[CH:4][N:3]=1.[NH3:18], predict the reaction product. The product is: [NH2:18][C:2]1[C:7]2[N:8]=[CH:9][N:10]([C@@H:11]3[CH2:15][C@H:14]([OH:16])[CH:13]=[CH:12]3)[C:6]=2[C:5]([F:17])=[CH:4][N:3]=1. (8) Given the reactants [CH2:1]([O:8][CH2:9][CH2:10][CH2:11][CH:12]([C:18](OCC)=[O:19])[C:13](OCC)=[O:14])[C:2]1[CH:7]=[CH:6][CH:5]=[CH:4][CH:3]=1.[H-].[Al+3].[Li+].[H-].[H-].[H-], predict the reaction product. The product is: [CH2:1]([O:8][CH2:9][CH2:10][CH2:11][CH:12]([CH2:13][OH:14])[CH2:18][OH:19])[C:2]1[CH:7]=[CH:6][CH:5]=[CH:4][CH:3]=1. (9) Given the reactants CN(C1CCN(C)CC1)[C:3]([N:5]1[CH:9]([C:10]2[CH:15]=[CH:14][CH:13]=[CH:12][CH:11]=2)[CH:8]2[CH2:16][O:17][C:18]3[CH:19]=[CH:20][C:21]([F:24])=[CH:22][C:23]=3[C:7]2=[N:6]1)=[O:4].[C:32]([N:35]1[CH2:40][CH2:39][CH:38]([NH:41][CH:42]2[CH2:44][CH2:43]2)[CH2:37][CH2:36]1)(=[O:34])[CH3:33], predict the reaction product. The product is: [C:32]([N:35]1[CH2:36][CH2:37][CH:38]([N:41]([CH:42]2[CH2:44][CH2:43]2)[C:3]([N:5]2[CH:9]([C:10]3[CH:11]=[CH:12][CH:13]=[CH:14][CH:15]=3)[CH:8]3[CH2:16][O:17][C:18]4[CH:19]=[CH:20][C:21]([F:24])=[CH:22][C:23]=4[C:7]3=[N:6]2)=[O:4])[CH2:39][CH2:40]1)(=[O:34])[CH3:33].